From a dataset of Reaction yield outcomes from USPTO patents with 853,638 reactions. Predict the reaction yield, written as a fraction of the theoretical maximum amount of product (1.0 means a 100% yield; for example, 0.34 means a 34% yield). The reactants are Br[CH:2]([CH2:7][CH2:8][Br:9])[C:3]([O:5][CH3:6])=[O:4].[S:10]1C=CC=C1CC(O)=O.CCN(C(C)C)C(C)C.C1C[O:31][CH2:30][CH2:29]1. No catalyst specified. The product is [C:30]([S:10][CH:2]([CH2:7][CH2:8][Br:9])[C:3]([O:5][CH3:6])=[O:4])(=[O:31])[CH3:29]. The yield is 0.960.